This data is from Catalyst prediction with 721,799 reactions and 888 catalyst types from USPTO. The task is: Predict which catalyst facilitates the given reaction. (1) Reactant: [Cl:1][C:2]1[CH:3]=[CH:4][C:5]([O:25]CC2C=CC=CC=2)=[C:6]([CH2:8][N:9]2[N:13]=[C:12]([C:14]([NH:16][C:17]3[C:22]([F:23])=[CH:21][CH:20]=[CH:19][C:18]=3[F:24])=[O:15])[CH:11]=[N:10]2)[CH:7]=1. Product: [Cl:1][C:2]1[CH:3]=[CH:4][C:5]([OH:25])=[C:6]([CH2:8][N:9]2[N:13]=[C:12]([C:14]([NH:16][C:17]3[C:22]([F:23])=[CH:21][CH:20]=[CH:19][C:18]=3[F:24])=[O:15])[CH:11]=[N:10]2)[CH:7]=1. The catalyst class is: 78. (2) Reactant: [Li+].[OH-].[O:3]=[C:4]1[N:10]([CH:11]2[CH2:16][CH2:15][N:14]([C:17]([O:19][C@H:20]([CH2:41][C:42]3[CH:51]=[C:50]([CH3:52])[C:45]4[O:46][CH2:47][CH2:48][O:49][C:44]=4[CH:43]=3)[C:21]([N:23]3[CH2:28][CH2:27][CH:26]([CH:29]4[CH2:34][CH2:33][N:32]([CH2:35][C:36]([O:38]CC)=[O:37])[CH2:31][CH2:30]4)[CH2:25][CH2:24]3)=[O:22])=[O:18])[CH2:13][CH2:12]2)[CH2:9][CH2:8][C:7]2[CH:53]=[CH:54][CH:55]=[CH:56][C:6]=2[NH:5]1. Product: [O:3]=[C:4]1[N:10]([CH:11]2[CH2:16][CH2:15][N:14]([C:17]([O:19][C@H:20]([CH2:41][C:42]3[CH:51]=[C:50]([CH3:52])[C:45]4[O:46][CH2:47][CH2:48][O:49][C:44]=4[CH:43]=3)[C:21]([N:23]3[CH2:28][CH2:27][CH:26]([CH:29]4[CH2:34][CH2:33][N:32]([CH2:35][C:36]([OH:38])=[O:37])[CH2:31][CH2:30]4)[CH2:25][CH2:24]3)=[O:22])=[O:18])[CH2:13][CH2:12]2)[CH2:9][CH2:8][C:7]2[CH:53]=[CH:54][CH:55]=[CH:56][C:6]=2[NH:5]1. The catalyst class is: 90.